Dataset: Forward reaction prediction with 1.9M reactions from USPTO patents (1976-2016). Task: Predict the product of the given reaction. Given the reactants [OH:1][CH:2]([CH2:6][CH2:7][CH:8]=[CH2:9])[C:3]([OH:5])=[O:4].[C:10]1(C)[CH:15]=[CH:14][CH:13]=[CH:12][CH:11]=1.C1(C)C=CC(S(O)(=O)=[O:24])=CC=1, predict the reaction product. The product is: [CH2:6]([CH:2]1[O:1][C:15](=[O:24])[CH:14]([CH2:13][CH2:12][CH:11]=[CH2:10])[O:4][C:3]1=[O:5])[CH2:7][CH:8]=[CH2:9].